This data is from Catalyst prediction with 721,799 reactions and 888 catalyst types from USPTO. The task is: Predict which catalyst facilitates the given reaction. (1) Reactant: [CH3:1][C@:2]12[C@@:19]3([CH3:20])[C@@H:10]([C@:11]4([CH3:24])[C@@H:16]([CH2:17][CH2:18]3)[C:15]([CH3:22])([CH3:21])[C:14](=[O:23])[CH2:13][CH2:12]4)[CH2:9][CH2:8][C@@H:7]1[C@H:6]1[C@H:25]([C:28]([CH3:30])=[CH2:29])[CH2:26]C[C@]1(C(O)=O)C[CH2:3]2.C1(P(N=[N+]=[N-])(C2C=CC=CC=2)=[O:41])C=CC=CC=1.C([N:54]([CH2:58]C)[CH:55]([CH3:57])[CH3:56])(C)C. Product: [N:54]([C@:55]12[CH2:56][CH2:26][C@@H:25]([C:28]([CH3:30])=[CH2:29])[C@@H:6]1[C@@H:7]1[C@@:2]([CH3:1])([CH2:3][CH2:57]2)[C@@:19]2([CH3:20])[C@@H:10]([C@:11]3([CH3:24])[C@@H:16]([CH2:17][CH2:18]2)[C:15]([CH3:21])([CH3:22])[C:14](=[O:23])[CH2:13][CH2:12]3)[CH2:9][CH2:8]1)=[C:58]=[O:41]. The catalyst class is: 12. (2) Reactant: [Cl:1][C:2]1[CH:11]=[C:10]2[C:5]([CH2:6][CH2:7][O:8][C@H:9]2[C:12]2[CH:13]=[C:14]([C:18]([C:20]3[C:21]([NH:26][C@H:27]4[CH2:31][C@H:30]([O:32][Si:33]([CH:40]([CH3:42])[CH3:41])([CH:37]([CH3:39])[CH3:38])[CH:34]([CH3:36])[CH3:35])[C@@H:29]([CH2:43][OH:44])[CH2:28]4)=[N:22][CH:23]=[N:24][CH:25]=3)=[O:19])[S:15][C:16]=2[CH3:17])=[CH:4][CH:3]=1.C(N(CC)C(C)C)(C)C.Cl[S:55]([NH:58][C:59](=[O:65])[O:60][C:61]([CH3:64])([CH3:63])[CH3:62])(=[O:57])=[O:56]. Product: [Cl:1][C:2]1[CH:11]=[C:10]2[C:5]([CH2:6][CH2:7][O:8][C@H:9]2[C:12]2[CH:13]=[C:14]([C:18]([C:20]3[C:21]([NH:26][C@@H:27]4[CH2:28][C@H:29]([CH2:43][O:44][S:55]([NH:58][C:59](=[O:65])[O:60][C:61]([CH3:63])([CH3:62])[CH3:64])(=[O:56])=[O:57])[C@@H:30]([O:32][Si:33]([CH:40]([CH3:42])[CH3:41])([CH:37]([CH3:38])[CH3:39])[CH:34]([CH3:35])[CH3:36])[CH2:31]4)=[N:22][CH:23]=[N:24][CH:25]=3)=[O:19])[S:15][C:16]=2[CH3:17])=[CH:4][CH:3]=1. The catalyst class is: 7. (3) Product: [CH3:3][N:2]([CH2:4][C:5]1[N:6]=[C:7]([C:15]([F:18])([F:17])[F:16])[C:8]([F:14])=[C:9]([CH:13]=1)[C:10]([N:55]1[CH2:56][CH2:57][CH:58]([N:61]2[CH2:62][C:63]([CH2:87][C:88]#[N:89])([N:65]3[CH:69]=[C:68]([C:70]4[C:71]5[CH:78]=[CH:77][NH:76][C:72]=5[N:73]=[CH:74][N:75]=4)[CH:67]=[N:66]3)[CH2:64]2)[CH2:59][CH2:60]1)=[O:12])[CH3:1]. The catalyst class is: 9. Reactant: [CH3:1][N:2]([CH2:4][C:5]1[N:6]=[C:7]([C:15]([F:18])([F:17])[F:16])[C:8]([F:14])=[C:9]([CH:13]=1)[C:10]([OH:12])=O)[CH3:3].C(N(CC)C(C)C)(C)C.F[P-](F)(F)(F)(F)F.N1(O[P+](N(C)C)(N(C)C)N(C)C)C2C=CC=CC=2N=N1.[NH:55]1[CH2:60][CH2:59][CH:58]([N:61]2[CH2:64][C:63]([CH2:87][C:88]#[N:89])([N:65]3[CH:69]=[C:68]([C:70]4[C:71]5[CH:78]=[CH:77][N:76](COCC[Si](C)(C)C)[C:72]=5[N:73]=[CH:74][N:75]=4)[CH:67]=[N:66]3)[CH2:62]2)[CH2:57][CH2:56]1. (4) Reactant: [NH:1]1[CH2:5][CH2:4][NH:3][C:2]1=[O:6].[Li+].C[Si]([N-][Si](C)(C)C)(C)C.Br[CH2:18][C:19]#[N:20]. Product: [O:6]=[C:2]1[NH:3][CH2:4][CH2:5][N:1]1[CH2:18][C:19]#[N:20]. The catalyst class is: 3. (5) Reactant: [OH:1][C:2]1([C:41]2[CH:59]=[CH:58][CH:57]=[CH:56][C:42]=2[CH2:43][CH2:44][O:45][CH2:46][CH2:47][CH2:48][C:49]([O:51]C(C)(C)C)=[O:50])[CH2:7][CH2:6][N:5]([C:8]([C@:10]2([O:31][C:32]3[CH:36]=[C:35]([C:37]([F:40])([F:39])[F:38])[S:34][CH:33]=3)[CH2:15][CH2:14][CH2:13][N:12]([C:16](=[O:27])[C:17]3[C:22]([C:23]([F:26])([F:25])[F:24])=[CH:21][CH:20]=[CH:19][N:18]=3)[C@@H:11]2[CH2:28][CH2:29][CH3:30])=[O:9])[CH2:4][CH2:3]1. Product: [OH:1][C:2]1([C:41]2[CH:59]=[CH:58][CH:57]=[CH:56][C:42]=2[CH2:43][CH2:44][O:45][CH2:46][CH2:47][CH2:48][C:49]([OH:51])=[O:50])[CH2:3][CH2:4][N:5]([C:8]([C@:10]2([O:31][C:32]3[CH:36]=[C:35]([C:37]([F:40])([F:38])[F:39])[S:34][CH:33]=3)[CH2:15][CH2:14][CH2:13][N:12]([C:16](=[O:27])[C:17]3[C:22]([C:23]([F:24])([F:25])[F:26])=[CH:21][CH:20]=[CH:19][N:18]=3)[C@@H:11]2[CH2:28][CH2:29][CH3:30])=[O:9])[CH2:6][CH2:7]1. The catalyst class is: 11.